The task is: Regression. Given two drug SMILES strings and cell line genomic features, predict the synergy score measuring deviation from expected non-interaction effect.. This data is from NCI-60 drug combinations with 297,098 pairs across 59 cell lines. (1) Drug 1: C1CCC(CC1)NC(=O)N(CCCl)N=O. Drug 2: C1=CC=C(C=C1)NC(=O)CCCCCCC(=O)NO. Cell line: UACC-257. Synergy scores: CSS=15.1, Synergy_ZIP=-4.30, Synergy_Bliss=1.45, Synergy_Loewe=-14.0, Synergy_HSA=0.164. (2) Drug 1: CC1CCC2CC(C(=CC=CC=CC(CC(C(=O)C(C(C(=CC(C(=O)CC(OC(=O)C3CCCCN3C(=O)C(=O)C1(O2)O)C(C)CC4CCC(C(C4)OC)O)C)C)O)OC)C)C)C)OC. Drug 2: COC1=C2C(=CC3=C1OC=C3)C=CC(=O)O2. Cell line: RPMI-8226. Synergy scores: CSS=32.4, Synergy_ZIP=-2.69, Synergy_Bliss=-3.12, Synergy_Loewe=-68.6, Synergy_HSA=-7.40. (3) Drug 1: C(=O)(N)NO. Synergy scores: CSS=-0.818, Synergy_ZIP=3.19, Synergy_Bliss=6.59, Synergy_Loewe=-0.959, Synergy_HSA=-0.235. Drug 2: CC(C)(C#N)C1=CC(=CC(=C1)CN2C=NC=N2)C(C)(C)C#N. Cell line: NCI/ADR-RES. (4) Drug 1: COC1=CC(=CC(=C1O)OC)C2C3C(COC3=O)C(C4=CC5=C(C=C24)OCO5)OC6C(C(C7C(O6)COC(O7)C8=CC=CS8)O)O. Drug 2: CN(C)N=NC1=C(NC=N1)C(=O)N. Cell line: TK-10. Synergy scores: CSS=14.1, Synergy_ZIP=-3.32, Synergy_Bliss=4.65, Synergy_Loewe=-18.4, Synergy_HSA=3.92. (5) Drug 1: CC12CCC3C(C1CCC2=O)CC(=C)C4=CC(=O)C=CC34C. Drug 2: CC1CCC2CC(C(=CC=CC=CC(CC(C(=O)C(C(C(=CC(C(=O)CC(OC(=O)C3CCCCN3C(=O)C(=O)C1(O2)O)C(C)CC4CCC(C(C4)OC)O)C)C)O)OC)C)C)C)OC. Cell line: MOLT-4. Synergy scores: CSS=72.2, Synergy_ZIP=0.807, Synergy_Bliss=0.152, Synergy_Loewe=-0.551, Synergy_HSA=-0.0158. (6) Drug 1: C1=CC(=CC=C1CCCC(=O)O)N(CCCl)CCCl. Drug 2: C(CN)CNCCSP(=O)(O)O. Cell line: COLO 205. Synergy scores: CSS=24.5, Synergy_ZIP=-9.65, Synergy_Bliss=-1.17, Synergy_Loewe=-15.6, Synergy_HSA=-2.30. (7) Drug 1: CC=C1C(=O)NC(C(=O)OC2CC(=O)NC(C(=O)NC(CSSCCC=C2)C(=O)N1)C(C)C)C(C)C. Drug 2: CC(C)NC(=O)C1=CC=C(C=C1)CNNC.Cl. Cell line: A498. Synergy scores: CSS=24.3, Synergy_ZIP=-1.79, Synergy_Bliss=-2.64, Synergy_Loewe=-1.73, Synergy_HSA=-1.41.